From a dataset of Catalyst prediction with 721,799 reactions and 888 catalyst types from USPTO. Predict which catalyst facilitates the given reaction. (1) Reactant: [Cl:1][C:2]1[CH:7]=[CH:6][C:5]([C:8]2[N:9]([C:24]3[CH:29]=[CH:28][CH:27]=[CH:26][C:25]=3[Cl:30])[C:10]([CH2:16][CH2:17][NH:18][CH:19]3[CH2:23][CH2:22][CH2:21][CH2:20]3)=[C:11]([C:13](O)=[O:14])[N:12]=2)=[CH:4][CH:3]=1.C1C=NC2N(O)N=NC=2C=1.C(N(CC)CC)C. Product: [Cl:1][C:2]1[CH:3]=[CH:4][C:5]([C:8]2[N:9]([C:24]3[CH:29]=[CH:28][CH:27]=[CH:26][C:25]=3[Cl:30])[C:10]3[CH2:16][CH2:17][N:18]([CH:19]4[CH2:23][CH2:22][CH2:21][CH2:20]4)[C:13](=[O:14])[C:11]=3[N:12]=2)=[CH:6][CH:7]=1. The catalyst class is: 26. (2) Reactant: [Cl:1][C:2]1[CH:11]=[CH:10][CH:9]=[C:8]2[C:3]=1[CH:4]=[N:5][C:6](I)=[N:7]2.[CH:13]([B-](F)(F)F)=[CH2:14].[K+].[F-].[Cs+]. Product: [Cl:1][C:2]1[CH:11]=[CH:10][CH:9]=[C:8]2[C:3]=1[CH:4]=[N:5][C:6]([CH:13]=[CH2:14])=[N:7]2. The catalyst class is: 117. (3) Product: [OH:25][C:26]1[CH:31]=[CH:30][C:29]([CH2:14][C:10]2[C:9]3[C:13](=[C:5]([C:3]([NH2:2])=[O:4])[CH:6]=[C:7]([C:19]4[CH:24]=[CH:23][CH:22]=[CH:21][CH:20]=4)[CH:8]=3)[NH:12][CH:11]=2)=[CH:28][CH:27]=1. Reactant: [I-].[NH2:2][C:3]([C:5]1[CH:6]=[C:7]([C:19]2[CH:24]=[CH:23][CH:22]=[CH:21][CH:20]=2)[CH:8]=[C:9]2[C:13]=1[NH:12][CH:11]=[C:10]2[CH2:14][N+](C)(C)C)=[O:4].[O-:25][C:26]1[CH:31]=[CH:30][CH:29]=[CH:28][CH:27]=1.[Na+]. The catalyst class is: 10. (4) Reactant: C(N(CC)CC)C.[CH:8]([C:10]1[C:18]2[C:13](=[CH:14][CH:15]=[CH:16][C:17]=2[O:19][CH3:20])[N:12](C(OC(C)(C)C)=O)[CH:11]=1)=[O:9].[CH:28](=[N:35][C:36]1[CH:41]=[CH:40][CH:39]=[C:38]([O:42][CH3:43])[CH:37]=1)[C:29]1[CH:34]=[CH:33][CH:32]=[CH:31][CH:30]=1. Product: [CH3:20][O:19][C:17]1[CH:16]=[CH:15][CH:14]=[C:13]2[C:18]=1[C:10]([C:8](=[O:9])[CH:28]([NH:35][C:36]1[CH:41]=[CH:40][CH:39]=[C:38]([O:42][CH3:43])[CH:37]=1)[C:29]1[CH:30]=[CH:31][CH:32]=[CH:33][CH:34]=1)=[CH:11][NH:12]2. The catalyst class is: 433. (5) Reactant: [Cl:1][C:2]1[CH:11]=[CH:10][CH:9]=[C:8]2[C:3]=1[C:4](=[O:12])[NH:5][CH:6]=[N:7]2.[N+:13]([O-])([OH:15])=[O:14]. Product: [Cl:1][C:2]1[C:11]([N+:13]([O-:15])=[O:14])=[CH:10][CH:9]=[C:8]2[C:3]=1[C:4](=[O:12])[NH:5][CH:6]=[N:7]2. The catalyst class is: 82. (6) Reactant: [S:1]1[CH:5]=[CH:4][CH:3]=[CH:2]1.[C:6](O)(=[O:10])[CH:7]([CH3:9])[CH3:8]. Product: [CH3:8][CH:7]([CH3:9])[C:6]([C:2]1[S:1][CH:5]=[CH:4][CH:3]=1)=[O:10]. The catalyst class is: 6. (7) Reactant: [CH3:1][O:2][C:3]([C:5]1[N:10]=[C:9]([C:11]([OH:13])=O)[CH:8]=[CH:7][CH:6]=1)=[O:4].ClC([N:19](C)C)=C(C)C.N.CO. Product: [C:11]([C:9]1[N:10]=[C:5]([C:3]([O:2][CH3:1])=[O:4])[CH:6]=[CH:7][CH:8]=1)(=[O:13])[NH2:19]. The catalyst class is: 2.